Dataset: Catalyst prediction with 721,799 reactions and 888 catalyst types from USPTO. Task: Predict which catalyst facilitates the given reaction. (1) Reactant: C[O:2][C:3](=[O:33])[C@H:4]([CH2:29][CH2:30][S:31][CH3:32])[N:5]([C:7](=[O:28])[C:8]1[CH:13]=[CH:12][C:11](=[CH:14][NH:15][C:16]2[CH:17]=[N:18][CH:19]=[CH:20][CH:21]=2)[CH2:10][C:9]=1[C:22]1[CH:27]=[CH:26][CH:25]=[CH:24][CH:23]=1)[CH3:6].O.[OH-].[Li+].CO. Product: [N:18]1[CH:19]=[CH:20][CH:21]=[C:16]([NH:15][CH2:14][C:11]2[CH:12]=[CH:13][C:8]([C:7]([N:5]([CH3:6])[C@H:4]([C:3]([OH:33])=[O:2])[CH2:29][CH2:30][S:31][CH3:32])=[O:28])=[C:9]([C:22]3[CH:23]=[CH:24][CH:25]=[CH:26][CH:27]=3)[CH:10]=2)[CH:17]=1. The catalyst class is: 20. (2) Reactant: [C:1]1(/[CH:7]=[CH:8]/[S:9](Cl)(=[O:11])=[O:10])[CH:6]=[CH:5][CH:4]=[CH:3][CH:2]=1.[OH-].[NH4+:14]. Product: [C:1]1(/[CH:7]=[CH:8]/[S:9]([NH2:14])(=[O:11])=[O:10])[CH:6]=[CH:5][CH:4]=[CH:3][CH:2]=1. The catalyst class is: 10.